From a dataset of Reaction yield outcomes from USPTO patents with 853,638 reactions. Predict the reaction yield, written as a fraction of the theoretical maximum amount of product (1.0 means a 100% yield; for example, 0.34 means a 34% yield). (1) The product is [C:39]([NH:1][CH:2]1[CH2:6][CH2:5][N:4]([C:7]2[CH:8]=[N:9][C:10]([O:16][C:17]3[CH:22]=[CH:21][C:20]([O:23][C:24]4[CH:29]=[CH:28][CH:27]=[CH:26][CH:25]=4)=[CH:19][CH:18]=3)=[C:11]([CH:15]=2)[C:12]([NH2:14])=[O:13])[CH2:3]1)(=[O:42])[CH:40]=[CH2:41]. The reactants are [NH2:1][CH:2]1[CH2:6][CH2:5][N:4]([C:7]2[CH:8]=[N:9][C:10]([O:16][C:17]3[CH:22]=[CH:21][C:20]([O:23][C:24]4[CH:29]=[CH:28][CH:27]=[CH:26][CH:25]=4)=[CH:19][CH:18]=3)=[C:11]([CH:15]=2)[C:12]([NH2:14])=[O:13])[CH2:3]1.C(N(CC)C(C)C)(C)C.[C:39](Cl)(=[O:42])[CH:40]=[CH2:41]. The catalyst is C(Cl)Cl. The yield is 0.141. (2) The reactants are [Cl:1][C:2]1[CH:3]=[C:4]([OH:9])[CH:5]=[C:6]([Cl:8])[CH:7]=1.[Si:10](Cl)([C:13]([CH3:16])([CH3:15])[CH3:14])([CH3:12])[CH3:11].C(N(CC)C(C)C)(C)C. The catalyst is CN(C)C1C=CN=CC=1.C(Cl)Cl. The product is [Cl:1][C:2]1[CH:3]=[C:4]([O:9][Si:10]([C:13]([CH3:16])([CH3:15])[CH3:14])([CH3:12])[CH3:11])[CH:5]=[C:6]([Cl:8])[CH:7]=1. The yield is 1.00. (3) The reactants are [O:1]1[C:5]2[CH:6]=[CH:7][C:8]([C:10]([OH:12])=O)=[CH:9][C:4]=2[CH:3]=[CH:2]1.[CH3:13][CH2:14][CH2:15][CH:16]([NH2:20])[CH2:17][CH2:18][CH3:19]. No catalyst specified. The product is [CH3:13][CH2:14][CH2:15][CH:16]([NH:20][C:10]([C:8]1[CH:7]=[CH:6][C:5]2[O:1][CH:2]=[CH:3][C:4]=2[CH:9]=1)=[O:12])[CH2:17][CH2:18][CH3:19]. The yield is 0.410. (4) The product is [CH3:24][O:15][C:14]([C:11]1([C:17]2[CH:22]=[CH:21][C:20]([Cl:23])=[CH:19][CH:18]=2)[CH2:10][CH2:9][N:8]([C:6]([O:5][C:1]([CH3:4])([CH3:2])[CH3:3])=[O:7])[CH2:13][CH2:12]1)=[O:16]. The reactants are [C:1]([O:5][C:6]([N:8]1[CH2:13][CH2:12][C:11]([C:17]2[CH:22]=[CH:21][C:20]([Cl:23])=[CH:19][CH:18]=2)([C:14]([OH:16])=[O:15])[CH2:10][CH2:9]1)=[O:7])([CH3:4])([CH3:3])[CH3:2].[CH:24]1C=CC=CC=1.C[Si](C=[N+]=[N-])(C)C. The catalyst is CO. The yield is 0.880. (5) The reactants are [B:10]1([B:10]2[O:14][C:13]([CH3:16])([CH3:15])[C:12]([CH3:18])([CH3:17])[O:11]2)[O:14][C:13]([CH3:16])([CH3:15])[C:12]([CH3:18])([CH3:17])[O:11]1.[C:19]([O-:22])(=O)[CH3:20].[K+].ClCCl.C[N:28]([CH3:31])C=O. No catalyst specified. The product is [CH3:16][C:13]1([CH3:15])[C:12]([CH3:17])([CH3:18])[O:11][B:10]([C:12]2[CH:17]=[CH:20][C:19]([O:22][CH2:13][CH2:12][CH2:17][C:31]#[N:28])=[CH:15][CH:13]=2)[O:14]1. The yield is 0.790. (6) The reactants are FC1C=C([N+]([O-])=O)C=CC=1OC1[C:6]2[S:13][C:12]([S:14]([CH3:16])=[O:15])=[CH:11][C:7]=2N=CN=1.[F:24][C:25]1[CH:26]=[C:27]([NH:43][C:44]([NH:46][C:47](=[O:55])[CH2:48][C:49]2[CH:54]=[CH:53][CH:52]=[CH:51][CH:50]=2)=[S:45])[CH:28]=[CH:29][C:30]=1[O:31][C:32]1C2SC(SC)=CC=2[N:35]=[CH:36][N:37]=1. No catalyst specified. The product is [F:24][C:25]1[CH:26]=[C:27]([NH:43][C:44]([NH:46][C:47](=[O:55])[CH2:48][C:49]2[CH:50]=[CH:51][CH:52]=[CH:53][CH:54]=2)=[S:45])[CH:28]=[CH:29][C:30]=1[O:31][C:32]1[C:7]2[CH:11]=[C:12]([S:14]([CH3:16])=[O:15])[S:13][C:6]=2[N:35]=[CH:36][N:37]=1. The yield is 0.360. (7) The reactants are C([O:3][C:4]([C:6]1[C:7]([CH2:12][CH2:13][CH2:14][CH3:15])=[N:8][O:9][C:10]=1[CH3:11])=O)C.[H-].[Al+3].[Li+].[H-].[H-].[H-]. The catalyst is C1COCC1. The product is [CH2:12]([C:7]1[C:6]([CH2:4][OH:3])=[C:10]([CH3:11])[O:9][N:8]=1)[CH2:13][CH2:14][CH3:15]. The yield is 0.950. (8) The reactants are [O:1]1[CH2:6][CH2:5][CH2:4][O:3][CH:2]1[C:7]1[N:11]([CH3:12])[C:10]([C:13]2[S:21][C:20]3[C:15](=[N:16][CH:17]=[CH:18][C:19]=3Cl)[CH:14]=2)=[N:9][CH:8]=1.[F:23][C:24]1[CH:29]=[C:28]([N+:30]([O-:32])=[O:31])[CH:27]=[CH:26][C:25]=1[OH:33].C([O-])(O)=O.[Na+]. The catalyst is O(C1C=CC=CC=1)C1C=CC=CC=1.C(Cl)Cl. The product is [O:1]1[CH2:6][CH2:5][CH2:4][O:3][CH:2]1[C:7]1[N:11]([CH3:12])[C:10]([C:13]2[S:21][C:20]3[C:15](=[N:16][CH:17]=[CH:18][C:19]=3[O:33][C:25]3[CH:26]=[CH:27][C:28]([N+:30]([O-:32])=[O:31])=[CH:29][C:24]=3[F:23])[CH:14]=2)=[N:9][CH:8]=1. The yield is 0.310.